The task is: Predict the reactants needed to synthesize the given product.. This data is from Full USPTO retrosynthesis dataset with 1.9M reactions from patents (1976-2016). (1) Given the product [CH2:22]([O:26][C:27]1[CH:32]=[C:31]([CH2:33][O:1][C:2]2[CH:10]=[C:9]3[C:5]([CH2:6][CH2:7][C@@H:8]3[CH2:11][C:12]([O:14][CH3:15])=[O:13])=[CH:4][CH:3]=2)[CH:30]=[CH:29][C:28]=1[C:35]1[CH:40]=[C:39]([O:41][CH3:42])[CH:38]=[CH:37][C:36]=1[F:43])[CH2:23][CH2:24][CH3:25].[CH2:22]([O:26][C:27]1[CH:32]=[C:31]([CH2:33][O:1][C:2]2[CH:10]=[C:9]3[C:5]([CH2:6][CH2:7][C@H:8]3[CH2:11][C:12]([O:14][CH3:15])=[O:13])=[CH:4][CH:3]=2)[CH:30]=[CH:29][C:28]=1[C:35]1[CH:40]=[C:39]([O:41][CH3:42])[CH:38]=[CH:37][C:36]=1[F:43])[CH2:23][CH2:24][CH3:25], predict the reactants needed to synthesize it. The reactants are: [OH:1][C:2]1[CH:10]=[C:9]2[C:5]([CH2:6][CH2:7][C@H:8]2[CH2:11][C:12]([O:14][CH3:15])=[O:13])=[CH:4][CH:3]=1.C(=O)([O-])[O-].[Cs+].[Cs+].[CH2:22]([O:26][C:27]1[CH:32]=[C:31]([CH2:33]Cl)[CH:30]=[CH:29][C:28]=1[C:35]1[CH:40]=[C:39]([O:41][CH3:42])[CH:38]=[CH:37][C:36]=1[F:43])[CH2:23][CH2:24][CH3:25]. (2) Given the product [O:1]=[CH:2][CH2:3][N:4]1[C:8](=[O:9])[C:7]2=[CH:10][CH:11]=[CH:12][CH:13]=[C:6]2[C:5]1=[O:14], predict the reactants needed to synthesize it. The reactants are: [OH:1][CH2:2][CH2:3][N:4]1[C:8](=[O:9])[C:7]2=[CH:10][CH:11]=[CH:12][CH:13]=[C:6]2[C:5]1=[O:14].O. (3) The reactants are: Br[C:2]1[CH:3]=[C:4]2[C:8](=[CH:9][CH:10]=1)[C:7](=[O:11])[CH2:6][CH2:5]2.CCN([CH:18]([CH3:20])[CH3:19])C(C)C.C[CH2:22][O:23][C:24](C)=[O:25]. Given the product [O:11]=[C:7]1[C:8]2[C:4](=[CH:3][C:2]([C:24]([O:23][CH2:22][CH2:20][CH2:18][CH3:19])=[O:25])=[CH:10][CH:9]=2)[CH2:5][CH2:6]1, predict the reactants needed to synthesize it. (4) Given the product [Cl:39][C:8]1[CH2:7][N:6]([CH2:5][C:4]2[CH:21]=[CH:22][C:23]([O:25][CH3:26])=[CH:24][C:3]=2[O:2][CH3:1])[C:12](=[O:13])[C:11]2[CH:14]=[C:15]([S:18][CH3:19])[CH:16]=[CH:17][C:10]=2[N:9]=1, predict the reactants needed to synthesize it. The reactants are: [CH3:1][O:2][C:3]1[CH:24]=[C:23]([O:25][CH3:26])[CH:22]=[CH:21][C:4]=1[CH2:5][N:6]1[C:12](=[O:13])[C:11]2[CH:14]=[C:15]([S:18][CH3:19])[CH:16]=[CH:17][C:10]=2[NH:9][C:8](=O)[CH2:7]1.CN(C)C1C=CC(C)=CC=1.P(Cl)(Cl)([Cl:39])=O.